From a dataset of Full USPTO retrosynthesis dataset with 1.9M reactions from patents (1976-2016). Predict the reactants needed to synthesize the given product. (1) The reactants are: [CH3:1][C:2]1[N:3]=[C:4]([C:21](O)=[O:22])[S:5][C:6]=1[CH2:7][C:8]1[CH:13]=[CH:12][CH:11]=[C:10]([N:14]2[CH2:19][CH2:18][N:17]([CH3:20])[CH2:16][CH2:15]2)[CH:9]=1.[NH2:24][CH:25]([C:28]1[CH:33]=[CH:32][CH:31]=[CH:30][CH:29]=1)[CH2:26][OH:27].CCN=C=NCCCN(C)C.Cl.C1C=CC2N(O)N=NC=2C=1. Given the product [OH:27][CH2:26][CH:25]([NH:24][C:21]([C:4]1[S:5][C:6]([CH2:7][C:8]2[CH:13]=[CH:12][CH:11]=[C:10]([N:14]3[CH2:19][CH2:18][N:17]([CH3:20])[CH2:16][CH2:15]3)[CH:9]=2)=[C:2]([CH3:1])[N:3]=1)=[O:22])[C:28]1[CH:33]=[CH:32][CH:31]=[CH:30][CH:29]=1, predict the reactants needed to synthesize it. (2) Given the product [NH2:1][C:2]1[NH:7][C:6](=[O:8])[N:5]([CH:9]2[CH2:10][CH2:11]2)[C:4](=[O:12])[C:3]=1[N:13]=[O:14], predict the reactants needed to synthesize it. The reactants are: [NH2:1][C:2]1[NH:7][C:6](=[O:8])[N:5]([CH:9]2[CH2:11][CH2:10]2)[C:4](=[O:12])[CH:3]=1.[N:13]([O-])=[O:14].[Na+]. (3) Given the product [CH3:52][O:51][C:49](=[O:50])[C:48]1[CH:53]=[CH:54][C:45]([NH:44][C:21](=[O:23])[CH2:20][CH2:19][CH2:18][CH2:17][CH2:16][CH2:15][CH2:14][CH2:13][CH2:12][CH2:11][CH2:10][CH2:9][CH2:8][CH2:7][C:6]([O:5][C:1]([CH3:2])([CH3:3])[CH3:4])=[O:24])=[CH:46][CH:47]=1, predict the reactants needed to synthesize it. The reactants are: [C:1]([O:5][C:6](=[O:24])[CH2:7][CH2:8][CH2:9][CH2:10][CH2:11][CH2:12][CH2:13][CH2:14][CH2:15][CH2:16][CH2:17][CH2:18][CH2:19][CH2:20][C:21]([OH:23])=O)([CH3:4])([CH3:3])[CH3:2].ON1C2N=CC=CC=2N=N1.C(N(C(C)C)CC)(C)C.[NH2:44][C:45]1[CH:54]=[CH:53][C:48]([C:49]([O:51][CH3:52])=[O:50])=[CH:47][CH:46]=1.[Na+].[Cl-]. (4) Given the product [O:26]=[C:25]1[O:5][C:4]([C@H:6]2[CH2:7][CH2:8][C@H:9]([C:12]([O:14][CH3:15])=[O:13])[CH2:10][CH2:11]2)=[N:2][NH:3]1, predict the reactants needed to synthesize it. The reactants are: Cl.[NH:2]([C:4]([C@H:6]1[CH2:11][CH2:10][C@H:9]([C:12]([O:14][CH3:15])=[O:13])[CH2:8][CH2:7]1)=[O:5])[NH2:3].C(N(CC)CC)C.C1C[O:26][CH2:25]C1.C(N1C=CN=C1)(N1C=CN=C1)=O.